From a dataset of Aqueous solubility values for 9,982 compounds from the AqSolDB database. Regression/Classification. Given a drug SMILES string, predict its absorption, distribution, metabolism, or excretion properties. Task type varies by dataset: regression for continuous measurements (e.g., permeability, clearance, half-life) or binary classification for categorical outcomes (e.g., BBB penetration, CYP inhibition). For this dataset (solubility_aqsoldb), we predict Y. (1) The Y is -2.73 log mol/L. The molecule is O=C(O)c1ccccc1I. (2) The drug is O=C([O-])CC(O)(CC(=O)[O-])C(=O)[O-].[K+].[K+].[K+]. The Y is 0.296 log mol/L. (3) The molecule is Clc1ccc(Cl)c2ccccc12. The Y is -5.36 log mol/L.